Dataset: Forward reaction prediction with 1.9M reactions from USPTO patents (1976-2016). Task: Predict the product of the given reaction. (1) Given the reactants [F:1][C:2]1[CH:28]=[CH:27][C:5]([CH2:6][N:7]2[C:10]([CH3:12])([CH3:11])[C:9](=[O:13])[N:8]2[CH:14]2[CH:21]3[CH2:22][C:17]4([C:24](O)=[O:25])[CH2:18][CH:19]([CH2:23][CH:15]2[CH2:16]4)[CH2:20]3)=[CH:4][CH:3]=1.O.OC1C2N=N[NH:36]C=2C=CC=1.CCN=C=NCCCN(C)C.Cl.N, predict the reaction product. The product is: [F:1][C:2]1[CH:3]=[CH:4][C:5]([CH2:6][N:7]2[C:10]([CH3:12])([CH3:11])[C:9](=[O:13])[N:8]2[CH:14]2[CH:21]3[CH2:22][C:17]4([C:24]([NH2:36])=[O:25])[CH2:18][CH:19]([CH2:23][CH:15]2[CH2:16]4)[CH2:20]3)=[CH:27][CH:28]=1. (2) Given the reactants [C:1]([O:5][C:6]([N:8]1[C@H:17]([C:18](O)=[O:19])[CH2:16][C:15]2[C:10](=[CH:11][CH:12]=[CH:13][CH:14]=2)[CH2:9]1)=[O:7])([CH3:4])([CH3:3])[CH3:2].C(Cl)CCl.N1C2C(=NC=CC=2)N(O)N=1.[CH2:35]([NH:43][CH2:44][C:45]1[CH:54]=[CH:53][C:48]([C:49]([O:51][CH3:52])=[O:50])=[CH:47][CH:46]=1)[CH2:36][C:37]1[CH:42]=[CH:41][CH:40]=[CH:39][CH:38]=1.CN1CCOCC1, predict the reaction product. The product is: [CH3:52][O:51][C:49]([C:48]1[CH:47]=[CH:46][C:45]([CH2:44][N:43]([CH2:35][CH2:36][C:37]2[CH:38]=[CH:39][CH:40]=[CH:41][CH:42]=2)[C:18]([C@@H:17]2[CH2:16][C:15]3[C:10](=[CH:11][CH:12]=[CH:13][CH:14]=3)[CH2:9][N:8]2[C:6]([O:5][C:1]([CH3:4])([CH3:3])[CH3:2])=[O:7])=[O:19])=[CH:54][CH:53]=1)=[O:50]. (3) Given the reactants [CH3:1][NH:2][C:3]1[CH:4]=[C:5]2[CH:11]=[CH:10][NH:9][C:6]2=[N:7][CH:8]=1.[CH3:12][O:13][C:14]([C:16]1[C:17]([CH:26]([CH3:28])[CH3:27])=[C:18]2[N:23]([CH:24]=1)[N:22]=[CH:21][N:20]=[C:19]2Cl)=[O:15].Cl, predict the reaction product. The product is: [CH3:12][O:13][C:14]([C:16]1[C:17]([CH:26]([CH3:28])[CH3:27])=[C:18]2[N:23]([CH:24]=1)[N:22]=[CH:21][N:20]=[C:19]2[N:2]([CH3:1])[C:3]1[CH:4]=[C:5]2[CH:11]=[CH:10][NH:9][C:6]2=[N:7][CH:8]=1)=[O:15]. (4) The product is: [CH2:11]([O:13][C:14]1[NH:1][C:2]2=[N:3][C:4]([CH3:10])=[CH:5][C:6]([CH3:9])=[C:7]2[N:8]=1)[CH3:12]. Given the reactants [NH2:1][C:2]1[C:7]([NH2:8])=[C:6]([CH3:9])[CH:5]=[C:4]([CH3:10])[N:3]=1.[CH2:11]([O:13][C:14](OCC)(OCC)OCC)[CH3:12], predict the reaction product. (5) Given the reactants [NH2:1][C:2]1[N:7]=[CH:6][N:5]=[C:4]2[N:8]([C@H:33]3[CH2:38][CH2:37][C@H:36]([NH:39][CH2:40][CH2:41][C:42]([O:44]CC)=[O:43])[CH2:35][CH2:34]3)[N:9]=[C:10]([C:11]3[CH:16]=[CH:15][C:14]([NH:17][C:18](=[O:30])[C:19]4[CH:24]=[CH:23][C:22]([C:25]([F:28])([F:27])[F:26])=[CH:21][C:20]=4F)=[C:13]([O:31][CH3:32])[CH:12]=3)[C:3]=12.[O:47]1CCOC[CH2:48]1.[OH-].[K+].CO, predict the reaction product. The product is: [NH2:1][C:2]1[N:7]=[CH:6][N:5]=[C:4]2[N:8]([C@H:33]3[CH2:34][CH2:35][C@H:36]([NH:39][CH2:40][CH2:41][C:42]([OH:44])=[O:43])[CH2:37][CH2:38]3)[N:9]=[C:10]([C:11]3[CH:16]=[CH:15][C:14]([NH:17][C:18](=[O:30])[C:19]4[CH:24]=[CH:23][C:22]([C:25]([F:26])([F:27])[F:28])=[CH:21][C:20]=4[O:47][CH3:48])=[C:13]([O:31][CH3:32])[CH:12]=3)[C:3]=12. (6) Given the reactants Cl[C:2]1[C:3]2[C:4](=[CH:13][N:14](CC3C=CC(OC)=CC=3)[N:15]=2)[N:5]=[C:6]([C:8]2[N:9]=[CH:10][O:11][CH:12]=2)[N:7]=1.[NH2:25][C:26]1[CH:35]=[C:34]2[C:29]([CH2:30][CH2:31][C:32](=[O:36])[NH:33]2)=[CH:28][CH:27]=1.Cl, predict the reaction product. The product is: [O:11]1[CH:12]=[C:8]([C:6]2[N:7]=[C:2]([NH:25][C:26]3[CH:35]=[C:34]4[C:29]([CH2:30][CH2:31][C:32](=[O:36])[NH:33]4)=[CH:28][CH:27]=3)[C:3]3[NH:15][N:14]=[CH:13][C:4]=3[N:5]=2)[N:9]=[CH:10]1. (7) Given the reactants Br[C:2]1[C:7]2[N:8]([CH3:12])[C:9](=[O:11])[NH:10][C:6]=2[CH:5]=[CH:4][CH:3]=1.[CH2:13]([C:15]1[CH:20]=[CH:19][CH:18]=[CH:17][C:16]=1B(O)O)[CH3:14].P([O-])([O-])([O-])=O.[K+].[K+].[K+], predict the reaction product. The product is: [CH2:13]([C:15]1[CH:20]=[CH:19][CH:18]=[CH:17][C:16]=1[C:2]1[C:7]2[N:8]([CH3:12])[C:9](=[O:11])[NH:10][C:6]=2[CH:5]=[CH:4][CH:3]=1)[CH3:14]. (8) Given the reactants F[C:2]1[C:7]([C:8]2[CH:13]=[CH:12][C:11]([N+:14]([O-:16])=[O:15])=[CH:10][C:9]=2[O:17][CH3:18])=[CH:6][CH:5]=[CH:4][N:3]=1.C(=O)([O-])[O-:20].[Na+].[Na+], predict the reaction product. The product is: [CH3:18][O:17][C:9]1[CH:10]=[C:11]([N+:14]([O-:16])=[O:15])[CH:12]=[CH:13][C:8]=1[C:7]1[C:2](=[O:20])[NH:3][CH:4]=[CH:5][CH:6]=1. (9) The product is: [OH:10][CH2:9][CH2:8][O:7][CH2:6][N:5]1[C:4]2[N:11]=[C:12]3[N:13]([CH:20]=[C:21]([C:23]4[CH:28]=[CH:27][C:26]([Cl:29])=[CH:25][CH:24]=4)[NH:16]3)[C:14](=[O:15])[C:3]=2[N:2]=[CH:1]1. Given the reactants [CH:1]1[N:5]([CH2:6][O:7][CH2:8][CH2:9][OH:10])[C:4]2[N:11]=[C:12]([NH2:16])[N:13]=[C:14]([OH:15])[C:3]=2[N:2]=1.[H-].[Na+].Br[CH2:20][C:21]([C:23]1[CH:28]=[CH:27][C:26]([Cl:29])=[CH:25][CH:24]=1)=O.N, predict the reaction product.